From a dataset of CYP2C19 inhibition data for predicting drug metabolism from PubChem BioAssay. Regression/Classification. Given a drug SMILES string, predict its absorption, distribution, metabolism, or excretion properties. Task type varies by dataset: regression for continuous measurements (e.g., permeability, clearance, half-life) or binary classification for categorical outcomes (e.g., BBB penetration, CYP inhibition). Dataset: cyp2c19_veith. (1) The molecule is Clc1cccc(Nc2ncnc3ccc(Br)cc23)c1. The result is 1 (inhibitor). (2) The drug is CCN(CC)c1ccc(N2C(=O)/C(=C\c3cccnc3)SC2=S)cc1. The result is 0 (non-inhibitor). (3) The drug is CC(C)CN1CCC2(CC1)CCN(S(C)(=O)=O)CC2. The result is 0 (non-inhibitor). (4) The drug is O=P(O)(O)O[C@@H]1O[C@H](CO)[C@@H](O)[C@H](O)[C@@H]1O. The result is 0 (non-inhibitor). (5) The molecule is O=C(NCc1ccccc1)c1cccc(COc2cccc(Cl)c2)c1. The result is 1 (inhibitor). (6) The drug is O=C(Nc1cccc(C(=O)Nc2ccc(S(=O)(=O)[O-])c3cc(S(=O)(=O)[O-])cc(S(=O)(=O)[O-])c23)c1)Nc1cccc(C(=O)Nc2ccc(S(=O)(=O)[O-])c3cc(S(=O)(=O)[O-])cc(S(=O)(=O)[O-])c23)c1.[Na+].[Na+].[Na+].[Na+].[Na+].[Na+]. The result is 0 (non-inhibitor). (7) The drug is c1cncc(CNc2nc(-c3ccc4c(c3)OCO4)nc3ccccc23)c1. The result is 1 (inhibitor). (8) The molecule is O=C(c1ccc2c(c1)N(Cc1ccc(F)cc1)C(=O)CS2)N1CCOCC1. The result is 1 (inhibitor).